From a dataset of Full USPTO retrosynthesis dataset with 1.9M reactions from patents (1976-2016). Predict the reactants needed to synthesize the given product. (1) Given the product [CH:1]1([S:6]([C:9]2[CH:18]=[CH:17][CH:16]=[CH:15][C:10]=2[CH2:11][OH:12])(=[O:8])=[O:7])[CH2:5][CH2:4][CH2:3][CH2:2]1, predict the reactants needed to synthesize it. The reactants are: [CH:1]1([S:6]([C:9]2[CH:18]=[CH:17][CH:16]=[CH:15][C:10]=2[C:11](OC)=[O:12])(=[O:8])=[O:7])[CH2:5][CH2:4][CH2:3][CH2:2]1.[BH4-].[Li+]. (2) Given the product [C:14]1([P:7]([C:1]2[CH:2]=[CH:3][CH:4]=[CH:5][CH:6]=2)[C:8]2[CH:13]=[CH:12][CH:11]=[CH:10][CH:9]=2)[CH:15]=[CH:16][CH:17]=[CH:18][CH:19]=1.[C:1]1([P:7](=[O:20])([C:8]2[CH:13]=[CH:12][CH:11]=[CH:10][CH:9]=2)[C:14]2[CH:19]=[CH:18][CH:17]=[CH:16][CH:15]=2)[CH:2]=[CH:3][CH:4]=[CH:5][CH:6]=1, predict the reactants needed to synthesize it. The reactants are: [C:1]1([P:7](=[O:20])([C:14]2[CH:19]=[CH:18][CH:17]=[CH:16][CH:15]=2)[C:8]2[CH:13]=[CH:12][CH:11]=[CH:10][CH:9]=2)[CH:6]=[CH:5][CH:4]=[CH:3][CH:2]=1.[Al].C(Cl)(=O)C(Cl)=O.[Pb](Br)Br.Cl. (3) Given the product [Br:17][C:10]1[N:6]([S:3]([N:2]([CH3:11])[CH3:1])(=[O:4])=[O:5])[N:7]=[CH:8][CH:9]=1, predict the reactants needed to synthesize it. The reactants are: [CH3:1][N:2]([CH3:11])[S:3]([N:6]1[CH:10]=[CH:9][CH:8]=[N:7]1)(=[O:5])=[O:4].C([Li])CCC.[Br:17]C(Cl)(Cl)C(Br)(Cl)Cl.O. (4) Given the product [C:7]([O:11][C:12]([NH:14][C:15]([C:35](=[O:2])[NH2:36])([CH2:21][C:22]([O:24][CH:25]1[CH:30]([CH:31]([CH3:32])[CH3:33])[CH2:29][CH2:28][CH:27]([CH3:34])[CH2:26]1)=[O:23])[C:16]([O:18][CH2:19][CH3:20])=[O:17])=[O:13])([CH3:8])([CH3:10])[CH3:9], predict the reactants needed to synthesize it. The reactants are: C(=O)([O-])[O-:2].[K+].[K+].[C:7]([O:11][C:12]([NH:14][C:15]([C:35]#[N:36])([CH2:21][C:22]([O:24][CH:25]1[CH:30]([CH:31]([CH3:33])[CH3:32])[CH2:29][CH2:28][CH:27]([CH3:34])[CH2:26]1)=[O:23])[C:16]([O:18][CH2:19][CH3:20])=[O:17])=[O:13])([CH3:10])([CH3:9])[CH3:8].OO.